From a dataset of Full USPTO retrosynthesis dataset with 1.9M reactions from patents (1976-2016). Predict the reactants needed to synthesize the given product. Given the product [Cl:54][C:55]1[CH:56]=[C:57]2[C:63]3([CH2:64][CH2:65][N:66]([C:69]([O:71][C:72]([CH3:75])([CH3:74])[CH3:73])=[O:70])[CH2:67][CH2:68]3)[CH2:62][N:61]([C:44]3[C:45]4[C@H:52]([CH3:53])[CH2:51][CH2:50][C:46]=4[N:47]=[CH:48][N:49]=3)[C:58]2=[CH:59][CH:60]=1, predict the reactants needed to synthesize it. The reactants are: CC1(C)C2C=CC=C(P(C3C=CC=CC=3)C3C=CC=CC=3)C=2OC2C1=CC=CC=2P(C1C=CC=CC=1)C1C=CC=CC=1.Cl[C:44]1[C:45]2[C@H:52]([CH3:53])[CH2:51][CH2:50][C:46]=2[N:47]=[CH:48][N:49]=1.[Cl:54][C:55]1[CH:56]=[C:57]2[C:63]3([CH2:68][CH2:67][N:66]([C:69]([O:71][C:72]([CH3:75])([CH3:74])[CH3:73])=[O:70])[CH2:65][CH2:64]3)[CH2:62][NH:61][C:58]2=[CH:59][CH:60]=1.C([O-])([O-])=O.[Cs+].[Cs+].